Task: Predict the product of the given reaction.. Dataset: Forward reaction prediction with 1.9M reactions from USPTO patents (1976-2016) (1) Given the reactants [C:1]([O:5][C:6]([N:8]1[CH2:13][CH2:12][N:11]([CH2:14][C:15]2[CH:20]=[C:19]([O:21]S(C)(=O)=O)[CH:18]=[CH:17][C:16]=2[Cl:26])[C:10](=[O:27])[CH2:9]1)=[O:7])([CH3:4])([CH3:3])[CH3:2].CC(C)([O-])C.[K+], predict the reaction product. The product is: [C:1]([O:5][C:6]([N:8]1[CH2:13][CH2:12][N:11]([CH2:14][C:15]2[CH:20]=[C:19]([OH:21])[CH:18]=[CH:17][C:16]=2[Cl:26])[C:10](=[O:27])[CH2:9]1)=[O:7])([CH3:4])([CH3:2])[CH3:3]. (2) Given the reactants [NH:1]1[C:5]2=[N:6][CH:7]=[CH:8][CH:9]=[C:4]2[C:3]([NH2:10])=[N:2]1.[Cl:11][C:12]1[CH:23]=[C:22]([Cl:24])[CH:21]=[CH:20][C:13]=1[CH:14]=[C:15]([C:18]#[N:19])[C:16]#[N:17], predict the reaction product. The product is: [NH2:19][C:18]1[N:2]2[N:1]=[C:5]3[N:6]=[CH:7][CH:8]=[CH:9][C:4]3=[C:3]2[N:10]=[C:14]([C:13]2[CH:20]=[CH:21][C:22]([Cl:24])=[CH:23][C:12]=2[Cl:11])[C:15]=1[C:16]#[N:17]. (3) Given the reactants [CH3:1][O:2][CH2:3][C:4]1[C:9](Br)=[CH:8][CH:7]=[CH:6][C:5]=1[N:11]1[C:15](=[O:16])[N:14]([CH3:17])[N:13]=[N:12]1.[CH:18]1(B(O)O)[CH2:20][CH2:19]1.[F-].[Cs+], predict the reaction product. The product is: [CH3:1][O:2][CH2:3][C:4]1[C:9]([CH:18]2[CH2:20][CH2:19]2)=[CH:8][CH:7]=[CH:6][C:5]=1[N:11]1[C:15](=[O:16])[N:14]([CH3:17])[N:13]=[N:12]1. (4) Given the reactants [C:1]1([N:7]2[CH2:12][CH2:11][CH2:10][C@@H:9]([NH:13]C(=O)OC(C)(C)C)[CH2:8]2)[CH:6]=[CH:5][CH:4]=[CH:3][CH:2]=1.[ClH:21], predict the reaction product. The product is: [C:1]1([N:7]2[CH2:12][CH2:11][CH2:10][C@@H:9]([NH2:13])[CH2:8]2)[CH:6]=[CH:5][CH:4]=[CH:3][CH:2]=1.[ClH:21]. (5) The product is: [CH3:1][O:2][C:3]1[N:8]=[C:7]2[C:9]([C:13]3[N:23]([S:24]([C:27]4[CH:32]=[CH:31][C:30]([CH3:33])=[CH:29][CH:28]=4)(=[O:25])=[O:26])[C:16]4=[N:17][CH:18]=[CH:19][C:20]([CH2:21][NH:36][CH:37]5[CH2:42][CH2:41][N:40]([CH3:43])[CH2:39][CH2:38]5)=[C:15]4[CH:14]=3)=[CH:10][N:11]([CH3:12])[C:6]2=[CH:5][C:4]=1[O:34][CH3:35]. Given the reactants [CH3:1][O:2][C:3]1[N:8]=[C:7]2[C:9]([C:13]3[N:23]([S:24]([C:27]4[CH:32]=[CH:31][C:30]([CH3:33])=[CH:29][CH:28]=4)(=[O:26])=[O:25])[C:16]4[N:17]=[CH:18][CH:19]=[C:20]([CH:21]=O)[C:15]=4[CH:14]=3)=[CH:10][N:11]([CH3:12])[C:6]2=[CH:5][C:4]=1[O:34][CH3:35].[NH2:36][CH:37]1[CH2:42][CH2:41][N:40]([CH3:43])[CH2:39][CH2:38]1, predict the reaction product.